From a dataset of Catalyst prediction with 721,799 reactions and 888 catalyst types from USPTO. Predict which catalyst facilitates the given reaction. (1) Reactant: C([O:3][C:4](=[O:37])[CH2:5][N:6]1[C:10]([CH3:11])=[C:9]([CH2:12][C:13]2[CH:18]=[CH:17][C:16]([S:19]([N:22]3[CH2:27][CH2:26][N:25]([C:28]([O:30][CH2:31][CH3:32])=[O:29])[CH2:24][CH2:23]3)(=[O:21])=[O:20])=[CH:15][CH:14]=2)[C:8]2[CH2:33][O:34][CH2:35][CH2:36][C:7]1=2)C.[Li+].[OH-]. The catalyst class is: 87. Product: [CH2:31]([O:30][C:28]([N:25]1[CH2:26][CH2:27][N:22]([S:19]([C:16]2[CH:17]=[CH:18][C:13]([CH2:12][C:9]3[C:8]4[CH2:33][O:34][CH2:35][CH2:36][C:7]=4[N:6]([CH2:5][C:4]([OH:37])=[O:3])[C:10]=3[CH3:11])=[CH:14][CH:15]=2)(=[O:21])=[O:20])[CH2:23][CH2:24]1)=[O:29])[CH3:32]. (2) Reactant: [OH-].[K+].[CH2:3]([N:10]([CH2:22][C@H:23]([OH:32])[CH2:24][O:25][C:26]1[CH:31]=[CH:30][CH:29]=[CH:28][CH:27]=1)[C@H:11]([CH2:20][OH:21])[CH2:12][C:13]1[CH:18]=[CH:17][C:16]([OH:19])=[CH:15][CH:14]=1)[C:4]1[CH:9]=[CH:8][CH:7]=[CH:6][CH:5]=1.Cl[C:34]1[C:43]2[C:38](=[CH:39][C:40]([O:44][CH3:45])=[CH:41][CH:42]=2)[N:37]=[CH:36][CH:35]=1. Product: [CH2:3]([N:10]([CH2:22][C@H:23]([OH:32])[CH2:24][O:25][C:26]1[CH:27]=[CH:28][CH:29]=[CH:30][CH:31]=1)[C@@H:11]([CH2:12][C:13]1[CH:18]=[CH:17][C:16]([O:19][C:34]2[C:43]3[C:38](=[CH:39][C:40]([O:44][CH3:45])=[CH:41][CH:42]=3)[N:37]=[CH:36][CH:35]=2)=[CH:15][CH:14]=1)[CH2:20][OH:21])[C:4]1[CH:9]=[CH:8][CH:7]=[CH:6][CH:5]=1. The catalyst class is: 16. (3) Reactant: [NH2:1][C:2]1[N:10]=[C:9]([C:11]2[C:19]3[C:14](=[N:15][CH:16]=[CH:17][CH:18]=3)[N:13]([CH2:20][C:21]3[CH:26]=[CH:25][CH:24]=[CH:23][C:22]=3[F:27])[N:12]=2)[N:8]=[C:7]2[C:3]=1[NH:4][C:5](=[O:28])[NH:6]2.CCN(P1(N(C)CCCN1C)=N[C:36]([CH3:39])([CH3:38])[CH3:37])CC.BrCC(C)=C. Product: [NH2:1][C:2]1[N:10]=[C:9]([C:11]2[C:19]3[C:14](=[N:15][CH:16]=[CH:17][CH:18]=3)[N:13]([CH2:20][C:21]3[CH:26]=[CH:25][CH:24]=[CH:23][C:22]=3[F:27])[N:12]=2)[N:8]=[C:7]2[C:3]=1[NH:4][C:5](=[O:28])[N:6]2[CH2:38][C:36]([CH3:39])=[CH2:37]. The catalyst class is: 9. (4) Reactant: [I:1]I.[OH-].[K+].[CH3:5][O:6][P:7]([C:11]1[CH:12]=[C:13]2[C:17](=[CH:18][CH:19]=1)[N:16](C(=O)C)[N:15]=[CH:14]2)(=[O:10])[O:8][CH3:9].S([O-])([O-])(=O)=S.[Na+].[Na+]. Product: [CH3:5][O:6][P:7]([C:11]1[CH:12]=[C:13]2[C:17](=[CH:18][CH:19]=1)[NH:16][N:15]=[C:14]2[I:1])(=[O:10])[O:8][CH3:9]. The catalyst class is: 9.